From a dataset of Full USPTO retrosynthesis dataset with 1.9M reactions from patents (1976-2016). Predict the reactants needed to synthesize the given product. (1) Given the product [CH2:10]([C:14]1[NH:18][C:17]([CH2:19][NH:1][C:2]2[N:3]=[CH:4][NH:5][C:6]=2[C:7]([NH2:9])=[O:8])=[C:16]([Cl:21])[N:15]=1)[CH2:11][CH2:12][CH3:13], predict the reactants needed to synthesize it. The reactants are: [NH2:1][C:2]1[N:3]=[CH:4][NH:5][C:6]=1[C:7]([NH2:9])=[O:8].[CH2:10]([C:14]1[NH:15][C:16]([Cl:21])=[C:17]([CH:19]=O)[N:18]=1)[CH2:11][CH2:12][CH3:13].[BH3-]C#N.[Na+].C(O)(=O)C. (2) Given the product [C:31]([C:5]1[C:6]([F:8])=[CH:7][C:2]([C:19](=[O:18])[CH3:20])=[C:3]([F:10])[CH:4]=1)(=[O:32])[CH3:30], predict the reactants needed to synthesize it. The reactants are: Br[C:2]1[CH:7]=[C:6]([F:8])[C:5](Br)=[CH:4][C:3]=1[F:10].C([Sn](CCCC)(CCCC)C([O:18][CH2:19][CH3:20])=C)CCC.C1C[O:32][CH2:31][CH2:30]1. (3) Given the product [F:19][C:3]1[C:2]([C:21]#[C:20][C:22]2([OH:26])[CH2:25][O:24][CH2:23]2)=[CH:18][C:6]2[C:7]3[N:8]([CH:12]=[C:13]([C:15]([NH2:17])=[O:16])[N:14]=3)[CH2:9][CH2:10][O:11][C:5]=2[CH:4]=1, predict the reactants needed to synthesize it. The reactants are: Br[C:2]1[C:3]([F:19])=[CH:4][C:5]2[O:11][CH2:10][CH2:9][N:8]3[CH:12]=[C:13]([C:15]([NH2:17])=[O:16])[N:14]=[C:7]3[C:6]=2[CH:18]=1.[C:20]([C:22]1([OH:26])[CH2:25][O:24][CH2:23]1)#[CH:21]. (4) Given the product [Cl:1][C:2]1[C:7]([O:8][CH3:9])=[C:6]([OH:10])[CH:5]=[C:4]([Cl:18])[C:3]=1[NH:19][C:20]1[CH:25]=[CH:24][CH:23]=[CH:22][C:21]=1[CH2:26][C:27]([OH:29])=[O:28], predict the reactants needed to synthesize it. The reactants are: [Cl:1][C:2]1[C:7]([O:8][CH3:9])=[C:6]([O:10]CC2C=CC=CC=2)[CH:5]=[C:4]([Cl:18])[C:3]=1[NH:19][C:20]1[CH:25]=[CH:24][CH:23]=[CH:22][C:21]=1[CH2:26][C:27]([OH:29])=[O:28]. (5) Given the product [Cl:1][C:2]1[CH:3]=[CH:4][CH:5]=[C:6]2[C:10]=1[C:9](=[O:11])[N:8]([C:12]1[CH:34]=[CH:33][CH:32]=[C:14]([C:15]([N:17]3[CH2:43][CH2:42][CH:41]([CH:38]4[CH2:37][CH2:36][N:35]([C:47]5[CH:52]=[CH:51][CH:50]=[CH:49][N:48]=5)[CH2:40][CH2:39]4)[CH2:19][CH2:18]3)=[O:16])[CH:13]=1)[CH2:7]2, predict the reactants needed to synthesize it. The reactants are: [Cl:1][C:2]1[CH:3]=[CH:4][CH:5]=[C:6]2[C:10]=1[C:9](=[O:11])[N:8]([C:12]1[CH:13]=[C:14]([CH:32]=[CH:33][CH:34]=1)[C:15]([NH:17][CH2:18][CH2:19]C1CCN(C3C=CN=CC=3)CC1)=[O:16])[CH2:7]2.[N:35]1([C:47]2[CH:52]=[CH:51][CH:50]=[CH:49][N:48]=2)[CH2:40][CH2:39][CH:38]([CH:41]2CCN[CH2:43][CH2:42]2)[CH2:37][CH2:36]1. (6) Given the product [CH3:1][O:2][C:3]1[CH:4]=[C:5]2[C:10](=[CH:11][C:12]=1[O:13][CH3:14])[N:9]=[CH:8][CH:7]=[C:6]2[O:15][C:16]1[CH:22]=[CH:21][C:19]([NH:20][C:35]([NH:52][CH:50]([C:47]2[CH:48]=[CH:49][C:44]([F:43])=[CH:45][CH:46]=2)[CH3:51])=[O:41])=[C:18]([F:23])[CH:17]=1, predict the reactants needed to synthesize it. The reactants are: [CH3:1][O:2][C:3]1[CH:4]=[C:5]2[C:10](=[CH:11][C:12]=1[O:13][CH3:14])[N:9]=[CH:8][CH:7]=[C:6]2[O:15][C:16]1[CH:22]=[CH:21][C:19]([NH2:20])=[C:18]([F:23])[CH:17]=1.C(N(CC)CC)C.ClC(Cl)(O[C:35](=[O:41])OC(Cl)(Cl)Cl)Cl.[F:43][C:44]1[CH:49]=[CH:48][C:47]([CH:50]([NH2:52])[CH3:51])=[CH:46][CH:45]=1. (7) The reactants are: CS(O[CH2:6][CH2:7][C:8]1[CH:13]=[CH:12][CH:11]=[C:10]([N:14]2[CH2:18][CH2:17][NH:16][C:15]2=[O:19])[CH:9]=1)(=O)=O.[CH3:20][C:21]1[CH:30]=[CH:29][C:28]2[C:23](=[CH:24][CH:25]=[CH:26][C:27]=2[N:31]2[CH2:36][CH2:35][NH:34][CH2:33][CH2:32]2)[N:22]=1.C(N(C(C)C)CC)(C)C. Given the product [CH3:20][C:21]1[CH:30]=[CH:29][C:28]2[C:23](=[CH:24][CH:25]=[CH:26][C:27]=2[N:31]2[CH2:36][CH2:35][N:34]([CH2:6][CH2:7][C:8]3[CH:9]=[C:10]([N:14]4[CH2:18][CH2:17][NH:16][C:15]4=[O:19])[CH:11]=[CH:12][CH:13]=3)[CH2:33][CH2:32]2)[N:22]=1, predict the reactants needed to synthesize it.